Dataset: Full USPTO retrosynthesis dataset with 1.9M reactions from patents (1976-2016). Task: Predict the reactants needed to synthesize the given product. (1) Given the product [C:1](#[N:2])[CH3:3].[OH2:20].[C:15]([OH:20])([C:16]([F:19])([F:18])[F:17])=[O:41].[CH3:39][S:40]([N:6]1[CH2:7][C:4]([CH2:3][C:1]#[N:2])([N:8]2[CH2:13][CH2:12][CH:11]([NH:14][C@@H:21]3[CH2:23][C@H:22]3[C:24]3[CH:29]=[CH:28][CH:27]=[CH:26][CH:25]=3)[CH2:10][CH2:9]2)[CH2:5]1)(=[O:42])=[O:41].[C:15]([OH:20])([C:16]([F:19])([F:18])[F:17])=[O:44], predict the reactants needed to synthesize it. The reactants are: [C:1]([CH2:3][C:4]1([N:8]2[CH2:13][CH2:12][CH:11]([N:14]([C@@H:21]3[CH2:23][C@H:22]3[C:24]3[CH:29]=[CH:28][CH:27]=[CH:26][CH:25]=3)[C:15](=[O:20])[C:16]([F:19])([F:18])[F:17])[CH2:10][CH2:9]2)[CH2:7][NH:6][CH2:5]1)#[N:2].CCN(C(C)C)C(C)C.[CH3:39][S:40](Cl)(=[O:42])=[O:41].[OH-:44].[Na+].O. (2) Given the product [CH:11]1([NH:10][C:8]2[C:7](/[CH:21]=[CH:20]/[C:19]([O:23][CH2:24][CH3:25])=[O:22])=[C:6]([CH3:18])[N:5]=[C:4]([NH:3][CH2:1][CH3:2])[N:9]=2)[CH2:16][CH2:15][CH2:14][CH2:13][CH2:12]1, predict the reactants needed to synthesize it. The reactants are: [CH2:1]([NH:3][C:4]1[N:9]=[C:8]([NH:10][CH:11]2[CH2:16][CH2:15][CH2:14][CH2:13][CH2:12]2)[C:7](I)=[C:6]([CH3:18])[N:5]=1)[CH3:2].[C:19]([O:23][CH2:24][CH3:25])(=[O:22])[CH:20]=[CH2:21].CCN(CC)CC. (3) The reactants are: [C:1]([O:5][C:6]([N:8]1[C:13]2[CH:14]=[C:15]([Cl:26])[C:16]([O:18]CC3C=CC=CC=3)=[CH:17][C:12]=2[O:11][CH:10]([C:27]([N:29]2[CH2:34][CH2:33][C:32]([C:43]#[N:44])([CH2:35][C:36]3[CH:37]=[N:38][C:39]([F:42])=[CH:40][CH:41]=3)[CH2:31][CH2:30]2)=[O:28])[CH2:9]1)=[O:7])([CH3:4])([CH3:3])[CH3:2]. Given the product [C:1]([O:5][C:6]([N:8]1[C:13]2[CH:14]=[C:15]([Cl:26])[C:16]([OH:18])=[CH:17][C:12]=2[O:11][CH:10]([C:27]([N:29]2[CH2:30][CH2:31][C:32]([C:43]#[N:44])([CH2:35][C:36]3[CH:37]=[N:38][C:39]([F:42])=[CH:40][CH:41]=3)[CH2:33][CH2:34]2)=[O:28])[CH2:9]1)=[O:7])([CH3:4])([CH3:2])[CH3:3], predict the reactants needed to synthesize it. (4) Given the product [F:26][C:2]([F:1])([F:25])[C:3]1[CH:20]=[C:19]([C:21]([F:22])([F:23])[F:24])[CH:18]=[CH:17][C:4]=1[CH2:5][N:6]1[C:14]2[C:9](=[CH:10][C:11]([CH:15]=[C:30]3[S:29][C:28](=[S:27])[NH:32][C:31]3=[O:33])=[CH:12][CH:13]=2)[CH:8]=[N:7]1, predict the reactants needed to synthesize it. The reactants are: [F:1][C:2]([F:26])([F:25])[C:3]1[CH:20]=[C:19]([C:21]([F:24])([F:23])[F:22])[CH:18]=[CH:17][C:4]=1[CH2:5][N:6]1[C:14]2[C:9](=[CH:10][C:11]([CH:15]=O)=[CH:12][CH:13]=2)[CH:8]=[N:7]1.[S:27]=[C:28]1[NH:32][C:31](=[O:33])[CH2:30][S:29]1. (5) Given the product [Ag+:19].[CH2:1]([O:8][CH2:9][C:10]([O-:12])=[O:11])[C:2]1[CH:7]=[CH:6][CH:5]=[CH:4][CH:3]=1, predict the reactants needed to synthesize it. The reactants are: [CH2:1]([O:8][CH2:9][C:10]([OH:12])=[O:11])[C:2]1[CH:7]=[CH:6][CH:5]=[CH:4][CH:3]=1.[OH-].[Na+].[N+]([O-])([O-])=O.[Ag+:19]. (6) The reactants are: Br[C:2]1[N:3]=[C:4]([C:9]2[N:10]([CH2:18][CH3:19])[C:11]3[CH:16]=[CH:15][N:14]=[CH:13][C:12]=3[N:17]=2)[C:5]([NH2:8])=[N:6][CH:7]=1.B([C:23]1[CH:31]=[CH:30][C:26]([C:27]([OH:29])=[O:28])=[CH:25][CH:24]=1)(O)O.C([O-])([O-])=O.[K+].[K+]. Given the product [NH2:8][C:5]1[N:6]=[CH:7][C:2]([C:25]2[CH:24]=[CH:23][CH:31]=[CH:30][C:26]=2[C:27]([OH:29])=[O:28])=[N:3][C:4]=1[C:9]1[N:10]([CH2:18][CH3:19])[C:11]2[CH:16]=[CH:15][N:14]=[CH:13][C:12]=2[N:17]=1, predict the reactants needed to synthesize it. (7) Given the product [F:1][C:2]1[CH:3]=[C:4]([CH:8]([NH:12][C:13]2[CH:18]=[CH:17][CH:16]=[C:15]([F:19])[CH:14]=2)[C:9]([O:11][C@@H:48]2[CH:49]3[CH2:52][CH2:53][N:46]([CH2:51][CH2:50]3)[CH2:47]2)=[O:10])[CH:5]=[CH:6][CH:7]=1, predict the reactants needed to synthesize it. The reactants are: [F:1][C:2]1[CH:3]=[C:4]([CH:8]([NH:12][C:13]2[CH:18]=[CH:17][CH:16]=[C:15]([F:19])[CH:14]=2)[C:9]([OH:11])=[O:10])[CH:5]=[CH:6][CH:7]=1.Cl.C1CCC(N=C=NC2CCCCC2)CC1.C1C=CC2N(O)N=NC=2C=1.[N:46]12[CH2:53][CH2:52][CH:49]([CH2:50][CH2:51]1)[C@@H:48](O)[CH2:47]2. (8) Given the product [CH3:26][C@H:14]1[CH2:13][N:12]([CH2:11][C:4]2[C:5]3[O:9][CH:8]=[CH:7][C:6]=3[CH:10]=[C:2]([NH:1][S:34]([C:29]3[CH:30]=[CH:31][CH:32]=[CH:33][C:28]=3[CH3:27])(=[O:36])=[O:35])[CH:3]=2)[C@H:17]([CH3:18])[CH2:16][N:15]1[C:19]([O:21][C:22]([CH3:24])([CH3:23])[CH3:25])=[O:20], predict the reactants needed to synthesize it. The reactants are: [NH2:1][C:2]1[CH:3]=[C:4]([CH2:11][N:12]2[C@H:17]([CH3:18])[CH2:16][N:15]([C:19]([O:21][C:22]([CH3:25])([CH3:24])[CH3:23])=[O:20])[C@@H:14]([CH3:26])[CH2:13]2)[C:5]2[O:9][CH:8]=[CH:7][C:6]=2[CH:10]=1.[CH3:27][C:28]1[CH:33]=[CH:32][CH:31]=[CH:30][C:29]=1[S:34](Cl)(=[O:36])=[O:35]. (9) Given the product [NH2:16][CH2:17][CH2:18][CH2:19][Si:4]([O:5][CH3:6])([O:8][CH3:9])[O:11][CH3:12], predict the reactants needed to synthesize it. The reactants are: CCO[Si:4]([O:11][CH2:12]C)([O:8][CH2:9]C)[O:5][CH2:6]C.Cl.C[N:16]1C(=O)[CH2:19][CH2:18][CH2:17]1.